Dataset: Full USPTO retrosynthesis dataset with 1.9M reactions from patents (1976-2016). Task: Predict the reactants needed to synthesize the given product. (1) Given the product [CH3:1][N:2]1[CH2:3][CH2:4][N:5]([CH:8]2[C:17]3[CH:16]=[C:15]([NH:82][C:80](=[O:81])[C:79]4[CH:83]=[CH:84][C:76]([C:75]([F:85])([F:86])[F:74])=[CH:77][CH:78]=4)[CH:14]=[CH:13][C:12]=3[CH2:11][CH2:10][CH2:9]2)[CH2:6][CH2:7]1, predict the reactants needed to synthesize it. The reactants are: [CH3:1][N:2]1[CH2:7][CH2:6][N:5]([CH:8]2[C:17]3[CH:16]=[C:15](OS(C(F)(F)F)(=O)=O)[CH:14]=[CH:13][C:12]=3[CH2:11][CH2:10][CH2:9]2)[CH2:4][CH2:3]1.CC1(C)C2C(=C(P(C3C=CC=CC=3)C3C=CC=CC=3)C=CC=2)OC2C(P(C3C=CC=CC=3)C3C=CC=CC=3)=CC=CC1=2.C(=O)([O-])[O-].[Cs+].[Cs+].[F:74][C:75]([F:86])([F:85])[C:76]1[CH:84]=[CH:83][C:79]([C:80]([NH2:82])=[O:81])=[CH:78][CH:77]=1. (2) Given the product [F:28][C:29]1[CH:34]=[CH:33][C:32]([S:35]([N:19]2[C:16]3([CH2:15][N:14]([C:12]([O:11][C:7]([CH3:10])([CH3:8])[CH3:9])=[O:13])[CH2:20]3)[CH2:17][CH2:18]2)(=[O:37])=[O:36])=[CH:31][CH:30]=1, predict the reactants needed to synthesize it. The reactants are: C(O)(=O)C(O)=O.[C:7]([O:11][C:12]([N:14]1[CH2:20][C:16]2([NH:19][CH2:18][CH2:17]2)[CH2:15]1)=[O:13])([CH3:10])([CH3:9])[CH3:8].C(N(CC)CC)C.[F:28][C:29]1[CH:34]=[CH:33][C:32]([S:35](Cl)(=[O:37])=[O:36])=[CH:31][CH:30]=1. (3) Given the product [Br:1][C:2]1[CH:7]=[CH:6][C:5]([C:8]2[C:9]([C:26]([OH:28])=[O:27])=[C:10]([NH:13][C:14]([N:16]3[CH2:25][CH2:24][C:23]4[C:18](=[CH:19][CH:20]=[CH:21][CH:22]=4)[CH2:17]3)=[O:15])[S:11][CH:12]=2)=[CH:4][CH:3]=1.[Br:1][C:2]1[CH:3]=[CH:4][C:5]([C:8]2[CH:9]=[C:10]([NH:13][C:14]([N:16]3[CH2:25][CH2:24][C:23]4[C:18](=[CH:19][CH:20]=[CH:21][CH:22]=4)[CH2:17]3)=[O:15])[S:11][CH:12]=2)=[CH:6][CH:7]=1, predict the reactants needed to synthesize it. The reactants are: [Br:1][C:2]1[CH:7]=[CH:6][C:5]([C:8]2[C:9]([C:26]([O:28]C(C)(C)C)=[O:27])=[C:10]([NH:13][C:14]([N:16]3[CH2:25][CH2:24][C:23]4[C:18](=[CH:19][CH:20]=[CH:21][CH:22]=4)[CH2:17]3)=[O:15])[S:11][CH:12]=2)=[CH:4][CH:3]=1. (4) Given the product [CH3:1][N:2]1[C:6]2[CH:7]=[C:8]([O:11][C:12]3[CH:17]=[CH:16][CH:15]=[C:14]([O:18][C:19]([F:21])([F:20])[F:22])[CH:13]=3)[CH:9]=[CH:10][C:5]=2[N:4]=[C:3]1[CH2:23][O:24][C:25]1[CH:26]=[C:27]([CH:32]=[CH:33][CH:34]=1)[C:28]([OH:30])=[O:29], predict the reactants needed to synthesize it. The reactants are: [CH3:1][N:2]1[C:6]2[CH:7]=[C:8]([O:11][C:12]3[CH:17]=[CH:16][CH:15]=[C:14]([O:18][C:19]([F:22])([F:21])[F:20])[CH:13]=3)[CH:9]=[CH:10][C:5]=2[N:4]=[C:3]1[CH2:23][O:24][C:25]1[CH:26]=[C:27]([CH:32]=[CH:33][CH:34]=1)[C:28]([O:30]C)=[O:29].[OH-].[Na+].Cl. (5) Given the product [Cl:10][C:5]1[C:4]([CH2:3][OH:2])=[CH:9][CH:8]=[CH:7][N:6]=1, predict the reactants needed to synthesize it. The reactants are: C[O:2][C:3](=O)[C:4]1[CH:9]=[CH:8][CH:7]=[N:6][C:5]=1[Cl:10].[H-].C([Al+]C(C)C)(C)C.[C@H](O)(C([O-])=O)[C@@H](O)C([O-])=O.[Na+].[K+].C(OCC)(=O)C. (6) Given the product [O:35]=[C:26]1[CH:27]=[C:28]([C:31]([O:33][CH3:34])=[O:32])[CH:29]=[CH:30][N:25]1[CH2:24][CH2:23][CH2:22][CH2:21][N:18]1[CH:11]=[C:10]([C:9](=[O:12])[NH:8][CH2:7][C:6]2[CH:13]=[CH:14][CH:15]=[C:4]([O:3][C:2]([F:16])([F:17])[F:1])[CH:5]=2)[N:20]=[N:19]1, predict the reactants needed to synthesize it. The reactants are: [F:1][C:2]([F:17])([F:16])[O:3][C:4]1[CH:5]=[C:6]([CH:13]=[CH:14][CH:15]=1)[CH2:7][NH:8][C:9](=[O:12])[C:10]#[CH:11].[N:18]([CH2:21][CH2:22][CH2:23][CH2:24][N:25]1[CH:30]=[CH:29][C:28]([C:31]([O:33][CH3:34])=[O:32])=[CH:27][C:26]1=[O:35])=[N+:19]=[N-:20].CC(O)=O.CCN(C(C)C)C(C)C. (7) The reactants are: [Br:1][C:2]1[CH:7]=[CH:6][C:5]([CH:8]([O:22][C:23]2[CH:28]=[CH:27][CH:26]=[CH:25][N:24]=2)[CH:9]2[CH2:14][CH2:13][N:12]([C:15]3([CH3:21])[CH2:20][CH2:19][NH:18][CH2:17][CH2:16]3)[CH2:11][CH2:10]2)=[CH:4][CH:3]=1.[N:29]1[C:38]2[CH:37]=[CH:36][CH:35]=[C:34]([C:39](O)=[O:40])[C:33]=2[CH:32]=[CH:31][CH:30]=1.CCN(CC)CC.CN(C(ON1N=NC2C=CC=NC1=2)=[N+](C)C)C.F[P-](F)(F)(F)(F)F. Given the product [Br:1][C:2]1[CH:3]=[CH:4][C:5]([CH:8]([O:22][C:23]2[CH:28]=[CH:27][CH:26]=[CH:25][N:24]=2)[CH:9]2[CH2:10][CH2:11][N:12]([C:15]3([CH3:21])[CH2:16][CH2:17][N:18]([C:39]([C:34]4[CH:35]=[CH:36][CH:37]=[C:38]5[C:33]=4[CH:32]=[CH:31][CH:30]=[N:29]5)=[O:40])[CH2:19][CH2:20]3)[CH2:13][CH2:14]2)=[CH:6][CH:7]=1, predict the reactants needed to synthesize it.